From a dataset of Reaction yield outcomes from USPTO patents with 853,638 reactions. Predict the reaction yield, written as a fraction of the theoretical maximum amount of product (1.0 means a 100% yield; for example, 0.34 means a 34% yield). (1) The reactants are [CH3:1][N:2]1[CH:6]=[C:5]([C:7]2[NH:36][C:10]3=[N:11][CH:12]=[CH:13][C:14]([C:15]4[CH:20]=[CH:19][C:18]([C:21]5([NH:24][C:25]([C:27]6OC(C(C)(C)C)=NN=6)=[O:26])CC5)=[CH:17][CH:16]=4)=[C:9]3[N:8]=2)[CH:4]=[N:3]1.ClC1C=CN=C2NC(C3C=NN(C)C=3)=NC=12.[C:53]([C:57]1[CH:81]=[CH:80]C(C(NCC2C=CC(B3OC(C)(C)C(C)(C)O3)=CC=2)=O)=[CH:59][CH:58]=1)([CH3:56])([CH3:55])[CH3:54].P([O-])([O-])([O-])=O.[K+].[K+].[K+].C([O-])(=O)C.[Na+].C(#N)C. No catalyst specified. The product is [C:53]([C:57]1[CH:81]=[CH:80][C:27]([C:25]([NH:24][CH2:21][C:18]2[CH:17]=[CH:16][C:15]([C:14]3[CH:13]=[CH:12][N:11]=[C:10]4[NH:36][C:7]([C:5]5[CH:4]=[N:3][N:2]([CH3:1])[CH:6]=5)=[N:8][C:9]=34)=[CH:20][CH:19]=2)=[O:26])=[CH:59][CH:58]=1)([CH3:56])([CH3:55])[CH3:54]. The yield is 0.370. (2) The product is [CH3:7][O:3][CH2:4][CH:5]1[CH2:6][CH:4]2[O:3][CH:7]1[CH:6]=[CH:5]2. The reactants are [H-].[Na+].[O:3]1[CH2:7][CH2:6][CH2:5][CH2:4]1.CI. The yield is 0.880. The catalyst is O. (3) The catalyst is COCCOC.C1C=CC([P]([Pd]([P](C2C=CC=CC=2)(C2C=CC=CC=2)C2C=CC=CC=2)([P](C2C=CC=CC=2)(C2C=CC=CC=2)C2C=CC=CC=2)[P](C2C=CC=CC=2)(C2C=CC=CC=2)C2C=CC=CC=2)(C2C=CC=CC=2)C2C=CC=CC=2)=CC=1. The yield is 0.370. The reactants are Br[C:2]1[CH:7]=[CH:6][C:5]([C:8]2[NH:12][C:11]([C@@H:13]3[CH2:17][C@H:16]([CH2:18][O:19][CH3:20])[CH2:15][N:14]3[C:21](=[O:31])[C@@H:22]([NH:26][C:27](=[O:30])[O:28][CH3:29])[CH:23]([CH3:25])[CH3:24])=[N:10][CH:9]=2)=[CH:4][CH:3]=1.[CH3:32][C@@H:33]1[CH2:37][N:36]([C:38]([O:40][C:41]([CH3:44])([CH3:43])[CH3:42])=[O:39])[C@H:35]([C:45]2[NH:46][C:47]([C:50]3[CH:55]=[CH:54][C:53](B4OC(C)(C)C(C)(C)O4)=[CH:52][CH:51]=3)=[CH:48][N:49]=2)[CH2:34]1.C([O-])([O-])=O.[K+].[K+]. The product is [CH3:29][O:28][C:27]([NH:26][C@@H:22]([CH:23]([CH3:25])[CH3:24])[C:21]([N:14]1[CH2:15][C@@H:16]([CH2:18][O:19][CH3:20])[CH2:17][C@H:13]1[C:11]1[NH:12][C:8]([C:5]2[CH:6]=[CH:7][C:2]([C:53]3[CH:52]=[CH:51][C:50]([C:47]4[NH:46][C:45]([C@@H:35]5[CH2:34][C@H:33]([CH3:32])[CH2:37][N:36]5[C:38]([O:40][C:41]([CH3:42])([CH3:44])[CH3:43])=[O:39])=[N:49][CH:48]=4)=[CH:55][CH:54]=3)=[CH:3][CH:4]=2)=[CH:9][N:10]=1)=[O:31])=[O:30]. (4) The reactants are B(Br)(Br)Br.[CH:5]1([CH:11]2[C:20]3[C:15](=[CH:16][C:17]([O:21]C)=[CH:18][CH:19]=3)[CH2:14][CH2:13][N:12]2[C:23](=[O:28])[C:24]([F:27])([F:26])[F:25])[CH2:10][CH2:9][CH2:8][CH2:7][CH2:6]1.CO. The catalyst is C(Cl)Cl. The product is [CH:5]1([CH:11]2[C:20]3[C:15](=[CH:16][C:17]([OH:21])=[CH:18][CH:19]=3)[CH2:14][CH2:13][N:12]2[C:23](=[O:28])[C:24]([F:25])([F:26])[F:27])[CH2:6][CH2:7][CH2:8][CH2:9][CH2:10]1. The yield is 1.00. (5) The reactants are Cl[C:2]1[C:31](Cl)=[CH:30][C:29]2[C:4](=[N:5][C:6]3[C:7]4[C:16]([C:17]5[C:26]([C:27]=3[N:28]=2)=[N:25][C:24]2[C:19](=[CH:20][C:21](Cl)=[C:22](Cl)[CH:23]=2)[N:18]=5)=[N:15][C:14]2[C:9](=[CH:10][C:11](Cl)=[C:12](Cl)[CH:13]=2)[N:8]=4)[CH:3]=1.[CH2:37]([SH:47])[CH2:38][CH2:39][CH2:40][CH2:41][CH2:42][CH2:43][CH2:44][CH2:45][CH3:46].C([O-])([O-])=O.[K+].[K+]. The catalyst is CN(C=O)C. The product is [CH2:37]([S:47][C:2]1[C:31]([S:47][CH2:37][CH2:38][CH2:39][CH2:40][CH2:41][CH2:42][CH2:43][CH2:44][CH2:45][CH3:46])=[CH:30][C:29]2[C:4](=[N:5][C:6]3[C:7]4[C:16]([C:17]5[C:26]([C:27]=3[N:28]=2)=[N:25][C:24]2[C:19](=[CH:20][C:21]([S:47][CH2:37][CH2:38][CH2:39][CH2:40][CH2:41][CH2:42][CH2:43][CH2:44][CH2:45][CH3:46])=[C:22]([S:47][CH2:37][CH2:38][CH2:39][CH2:40][CH2:41][CH2:42][CH2:43][CH2:44][CH2:45][CH3:46])[CH:23]=2)[N:18]=5)=[N:15][C:14]2[C:9](=[CH:10][C:11]([S:47][CH2:37][CH2:38][CH2:39][CH2:40][CH2:41][CH2:42][CH2:43][CH2:44][CH2:45][CH3:46])=[C:12]([S:47][CH2:37][CH2:38][CH2:39][CH2:40][CH2:41][CH2:42][CH2:43][CH2:44][CH2:45][CH3:46])[CH:13]=2)[N:8]=4)[CH:3]=1)[CH2:38][CH2:39][CH2:40][CH2:41][CH2:42][CH2:43][CH2:44][CH2:45][CH3:46]. The yield is 0.560. (6) The reactants are [N:1]1([C:7]([O:9][C:10]([CH3:13])([CH3:12])[CH3:11])=[O:8])[CH2:6][CH2:5][NH:4][CH2:3][CH2:2]1.[Br:14][C:15]1[CH:16]=[C:17]2[C:22](=[CH:23][CH:24]=1)[CH:21]=[C:20]([S:25](Cl)(=[O:27])=[O:26])[CH:19]=[CH:18]2.C(N(CC)CC)C. The catalyst is C(Cl)Cl. The product is [Br:14][C:15]1[CH:16]=[C:17]2[C:22](=[CH:23][CH:24]=1)[CH:21]=[C:20]([S:25]([N:4]1[CH2:5][CH2:6][N:1]([C:7]([O:9][C:10]([CH3:13])([CH3:12])[CH3:11])=[O:8])[CH2:2][CH2:3]1)(=[O:27])=[O:26])[CH:19]=[CH:18]2. The yield is 1.00. (7) The reactants are [CH:1]1([CH:6]2[CH2:11][CH2:10][CH:9]([O:12][C:13]3[CH:14]=[C:15]4[C:20](=[CH:21][CH:22]=3)[CH:19]=[C:18]([C@:23]3([CH3:29])[CH2:27][O:26]C(=O)[NH:24]3)[CH:17]=[CH:16]4)[CH2:8][CH2:7]2)[CH2:5][CH2:4][CH2:3][CH2:2]1.C(O)C.O.[OH-].[Li+].O. No catalyst specified. The product is [NH2:24][C@@:23]([C:18]1[CH:17]=[CH:16][C:15]2[C:20](=[CH:21][CH:22]=[C:13]([O:12][CH:9]3[CH2:10][CH2:11][CH:6]([CH:1]4[CH2:5][CH2:4][CH2:3][CH2:2]4)[CH2:7][CH2:8]3)[CH:14]=2)[CH:19]=1)([CH3:29])[CH2:27][OH:26]. The yield is 0.900. (8) The reactants are [CH:1]1([O:5][C:6]2[CH:7]=[C:8]([CH:12]=[CH:13][CH:14]=2)[C:9]([OH:11])=O)[CH2:4][CH2:3][CH2:2]1.[NH2:15][C@@H:16]1[C@H:20]2[O:21][CH2:22][C@H:23]([NH:24][C:25]([CH:27]3[CH2:29][CH2:28]3)=[O:26])[C@H:19]2[O:18][CH2:17]1. The product is [CH:1]1([O:5][C:6]2[CH:7]=[C:8]([CH:12]=[CH:13][CH:14]=2)[C:9]([NH:15][C@H:16]2[CH2:17][O:18][C@@H:19]3[C@@H:23]([NH:24][C:25]([CH:27]4[CH2:28][CH2:29]4)=[O:26])[CH2:22][O:21][C@H:20]23)=[O:11])[CH2:2][CH2:3][CH2:4]1. No catalyst specified. The yield is 0.402.